The task is: Predict the reactants needed to synthesize the given product.. This data is from Full USPTO retrosynthesis dataset with 1.9M reactions from patents (1976-2016). (1) The reactants are: [F:1][C:2]1([F:17])[O:6][C:5]2[CH:7]=[CH:8][C:9]([C:11]3([C:14]([OH:16])=O)[CH2:13][CH2:12]3)=[CH:10][C:4]=2[O:3]1.F[P-](F)(F)(F)(F)F.CN(C(N(C)C)=[N+]1C2C(=NC=CC=2)[N+]([O-])=N1)C.Cl.[NH2:43][CH:44]1[CH2:49][C@@H:48]([CH3:50])[O:47][C@@H:46]([C:51]2[CH:60]=[CH:59][C:54]([C:55]([O:57][CH3:58])=[O:56])=[CH:53][CH:52]=2)[CH2:45]1.C(N(C(C)C)C(C)C)C. Given the product [F:17][C:2]1([F:1])[O:6][C:5]2[CH:7]=[CH:8][C:9]([C:11]3([C:14]([NH:43][C@H:44]4[CH2:49][C@@H:48]([CH3:50])[O:47][C@@H:46]([C:51]5[CH:60]=[CH:59][C:54]([C:55]([O:57][CH3:58])=[O:56])=[CH:53][CH:52]=5)[CH2:45]4)=[O:16])[CH2:12][CH2:13]3)=[CH:10][C:4]=2[O:3]1, predict the reactants needed to synthesize it. (2) The reactants are: [CH3:1][CH:2]([CH3:17])[CH2:3][N:4]1[C:16]2[C:15]3[N:14]=[CH:13][CH:12]=[CH:11][C:10]=3[N:9]=[CH:8][C:7]=2[N:6]=[CH:5]1.ClC1C=C(C=CC=1)C(OO)=[O:23].C(=O)([O-])[O-].[Na+].[Na+]. Given the product [CH3:1][CH:2]([CH3:17])[CH2:3][N:4]1[C:16]2[C:15]3[N:14]=[CH:13][CH:12]=[CH:11][C:10]=3[N+:9]([O-:23])=[CH:8][C:7]=2[N:6]=[CH:5]1, predict the reactants needed to synthesize it. (3) The reactants are: [CH3:1][N:2]1[C:6]([CH3:7])=[C:5]([N+:8]([O-])=O)[CH:4]=[N:3]1.[ClH:11]. Given the product [ClH:11].[CH3:1][N:2]1[C:6]([CH3:7])=[C:5]([NH2:8])[CH:4]=[N:3]1, predict the reactants needed to synthesize it. (4) The reactants are: [ClH:1].[CH3:2][O:3][C:4]1[CH:53]=[CH:52][C:7]([C:8]([N:10]2[CH2:15][CH2:14][CH:13]([CH2:16][N:17]3[CH2:22][CH2:21][N:20]([CH2:23][CH:24]4[CH2:29][CH2:28][N:27]([C:30](=[O:51])[C:31]5[CH:36]=[CH:35][C:34]([O:37][CH3:38])=[C:33]([C:39]6[CH:44]=[C:43]([O:45][CH3:46])[C:42]([O:47][CH3:48])=[C:41]([O:49][CH3:50])[CH:40]=6)[CH:32]=5)[CH2:26][CH2:25]4)[CH2:19][CH2:18]3)[CH2:12][CH2:11]2)=[O:9])=[CH:6][C:5]=1[C:54]1[CH:59]=[C:58]([O:60][CH3:61])[C:57]([O:62][CH3:63])=[C:56]([O:64][CH3:65])[CH:55]=1. Given the product [ClH:1].[ClH:1].[CH3:38][O:37][C:34]1[CH:35]=[CH:36][C:31]([C:30]([N:27]2[CH2:26][CH2:25][CH:24]([CH2:23][N:20]3[CH2:19][CH2:18][N:17]([CH2:16][CH:13]4[CH2:14][CH2:15][N:10]([C:8](=[O:9])[C:7]5[CH:52]=[CH:53][C:4]([O:3][CH3:2])=[C:5]([C:54]6[CH:59]=[C:58]([O:60][CH3:61])[C:57]([O:62][CH3:63])=[C:56]([O:64][CH3:65])[CH:55]=6)[CH:6]=5)[CH2:11][CH2:12]4)[CH2:22][CH2:21]3)[CH2:29][CH2:28]2)=[O:51])=[CH:32][C:33]=1[C:39]1[CH:44]=[C:43]([O:45][CH3:46])[C:42]([O:47][CH3:48])=[C:41]([O:49][CH3:50])[CH:40]=1, predict the reactants needed to synthesize it. (5) Given the product [N+:22]([C:17]1[CH:18]=[CH:19][CH:20]=[CH:21][C:16]=1[CH2:5][CH2:4][C:3]([OH:11])=[O:10])([O-:24])=[O:23], predict the reactants needed to synthesize it. The reactants are: [H-].[Na+].[C:3]([O:11]CC)(=[O:10])[CH2:4][C:5](OCC)=O.BrC[C:16]1[CH:21]=[CH:20][CH:19]=[CH:18][C:17]=1[N+:22]([O-:24])=[O:23]. (6) Given the product [CH3:1][C:2]1[C:3]([N:9]2[CH2:10][CH2:11][N:12]([C:15]([C:17]3[CH:22]=[CH:21][C:20]([N:23]4[C@H:27]([CH2:28][O:29][CH3:34])[CH2:26][O:25][C:24]4=[O:30])=[CH:19][CH:18]=3)=[O:16])[CH2:13][CH2:14]2)=[N:4][CH:5]=[C:6]([CH3:8])[CH:7]=1, predict the reactants needed to synthesize it. The reactants are: [CH3:1][C:2]1[C:3]([N:9]2[CH2:14][CH2:13][N:12]([C:15]([C:17]3[CH:22]=[CH:21][C:20]([N:23]4[C@H:27]([CH2:28][OH:29])[CH2:26][O:25][C:24]4=[O:30])=[CH:19][CH:18]=3)=[O:16])[CH2:11][CH2:10]2)=[N:4][CH:5]=[C:6]([CH3:8])[CH:7]=1.[H-].[Na+].I[CH3:34].O.